From a dataset of Forward reaction prediction with 1.9M reactions from USPTO patents (1976-2016). Predict the product of the given reaction. (1) Given the reactants [Cl:1][C:2]1[CH:3]=[C:4]2[C:8](=[CH:9][C:10]=1[O:11][CH3:12])[C:7](=O)[CH2:6][CH2:5]2.[C:14]([CH2:16][C:17]([O:19][CH2:20][CH3:21])=[O:18])#[N:15].CC(O)=O.C([O-])(=O)C.[NH4+], predict the reaction product. The product is: [Cl:1][C:2]1[CH:3]=[C:4]2[C:8](=[CH:9][C:10]=1[O:11][CH3:12])/[C:7](=[C:16](\[C:14]#[N:15])/[C:17]([O:19][CH2:20][CH3:21])=[O:18])/[CH2:6][CH2:5]2. (2) Given the reactants [F:1][CH2:2][CH:3]([OH:7])[C:4]([O-:6])=[O:5].[C:8]1([CH:14]([NH3+])C)[CH:13]=[CH:12][CH:11]=[CH:10][CH:9]=1.C(Br)C1C=CC=CC=1, predict the reaction product. The product is: [F:1][CH2:2][CH:3]([OH:7])[C:4]([O:6][CH2:14][C:8]1[CH:13]=[CH:12][CH:11]=[CH:10][CH:9]=1)=[O:5].